Dataset: Full USPTO retrosynthesis dataset with 1.9M reactions from patents (1976-2016). Task: Predict the reactants needed to synthesize the given product. (1) Given the product [CH3:1][C:2]12[C:14]3[C:6](=[CH:7][C:8]([NH:15][C:16]([C:18]4[CH:27]=[CH:26][C:21]([C:22]([OH:24])=[O:23])=[CH:20][N:19]=4)=[O:17])=[CH:9][C:10]=3[CH2:11][CH2:12][CH2:13]1)[CH2:5][CH2:4][CH2:3]2, predict the reactants needed to synthesize it. The reactants are: [CH3:1][C:2]12[C:14]3[C:6](=[CH:7][C:8]([NH:15][C:16]([C:18]4[CH:27]=[CH:26][C:21]([C:22]([O:24]C)=[O:23])=[CH:20][N:19]=4)=[O:17])=[CH:9][C:10]=3[CH2:11][CH2:12][CH2:13]1)[CH2:5][CH2:4][CH2:3]2.[OH-].[Na+].Cl. (2) Given the product [NH2:1][C:2]1[N:7]=[C:6]([N:8]2[C:12]3[CH:13]=[C:14]([C:32]#[C:31][C:29]([C:26]4[S:27][CH:28]=[C:24]([CH3:23])[N:25]=4)([OH:33])[CH3:30])[CH:15]=[CH:16][C:11]=3[N:10]=[C:9]2[NH:18][CH2:19][CH2:20][O:21][CH3:22])[CH:5]=[CH:4][N:3]=1, predict the reactants needed to synthesize it. The reactants are: [NH2:1][C:2]1[N:7]=[C:6]([N:8]2[C:12]3[CH:13]=[C:14](Br)[CH:15]=[CH:16][C:11]=3[N:10]=[C:9]2[NH:18][CH2:19][CH2:20][O:21][CH3:22])[CH:5]=[CH:4][N:3]=1.[CH3:23][C:24]1[N:25]=[C:26]([C:29]([OH:33])([C:31]#[CH:32])[CH3:30])[S:27][CH:28]=1.C(N(CC)CC)C. (3) Given the product [C:36]([O:40][C:41]([NH:43][C@@H:44]([C@H:48]([CH2:56][O:57][CH3:58])[CH2:49][CH:50]([CH3:55])[CH2:51][CH2:52][CH:53]=[CH2:54])[C:45]([N:30]1[CH2:31][C@H:27]([OH:26])[CH2:28][C@H:29]1[C:32]([O:34][CH3:35])=[O:33])=[O:46])=[O:42])([CH3:37])([CH3:39])[CH3:38].[C:36]([O:40][C:41]([NH:43][C@@H:44]([C@H:48]([CH3:56])[CH2:49][CH:50]([CH3:55])[CH2:51][CH2:52][CH:53]=[CH2:54])[C:45]([N:30]1[CH2:31][C@H:27]([OH:26])[CH2:28][C@H:29]1[C:32]([O:34][CH3:35])=[O:33])=[O:47])=[O:42])([CH3:37])([CH3:38])[CH3:39], predict the reactants needed to synthesize it. The reactants are: F[P-](F)(F)(F)(F)F.N1(OC(N(C)C)=[N+](C)C)C2N=CC=CC=2N=N1.Cl.[OH:26][C@H:27]1[CH2:31][NH:30][C@H:29]([C:32]([O:34][CH3:35])=[O:33])[CH2:28]1.[C:36]([O:40][C:41]([NH:43][CH:44]([C@H:48]([CH2:56][O:57][CH3:58])[CH2:49][CH:50]([CH3:55])[CH2:51][CH2:52][CH:53]=[CH2:54])[C:45]([OH:47])=[O:46])=[O:42])([CH3:39])([CH3:38])[CH3:37].CCN(C(C)C)C(C)C. (4) Given the product [ClH:1].[CH3:16][O:17][C:18]1[CH:19]=[C:20]2[C:25](=[CH:26][C:27]=1[O:28][CH3:29])[N:24]=[CH:23][N:22]=[C:21]2[NH:30][C:31]1[CH:32]=[C:33]([S:40]([NH:43][CH3:44])(=[O:42])=[O:41])[CH:34]=[CH:35][C:36]=1[N:37]([CH3:38])[CH3:39], predict the reactants needed to synthesize it. The reactants are: [Cl:1]C1C2C(=CC(OC)=C(OC)C=2)N=CN=1.[CH3:16][O:17][C:18]1[CH:19]=[C:20]2[C:25](=[CH:26][C:27]=1[O:28][CH3:29])[N:24]=[CH:23][N:22]=[C:21]2[NH:30][C:31]1[CH:32]=[C:33]([S:40]([NH:43][CH3:44])(=[O:42])=[O:41])[CH:34]=[CH:35][C:36]=1[N:37]([CH3:39])[CH3:38]. (5) Given the product [O:3]1[CH2:8][CH2:7][CH2:6][CH2:5][CH:4]1[O:9][CH2:10][C:11]1[CH:12]=[C:13]([C:14]2[NH:26][C:19](=[O:20])[O:2][N:15]=2)[CH:16]=[CH:17][CH:18]=1, predict the reactants needed to synthesize it. The reactants are: N[OH:2].[O:3]1[CH2:8][CH2:7][CH2:6][CH2:5][CH:4]1[O:9][CH2:10][C:11]1[CH:12]=[C:13]([CH:16]=[CH:17][CH:18]=1)[C:14]#[N:15].[C:19]([N:26]1C=CN=C1)(N1C=CN=C1)=[O:20].O. (6) Given the product [Cl:13][CH2:9][C:6]1[CH:5]=[C:4]([N+:1]([O-:3])=[O:2])[NH:8][N:7]=1, predict the reactants needed to synthesize it. The reactants are: [N+:1]([C:4]1[NH:8][N:7]=[C:6]([CH2:9]O)[CH:5]=1)([O-:3])=[O:2].O=S(Cl)[Cl:13]. (7) Given the product [C:1]([NH:5][C:6]1[C:7]([CH3:26])=[N:8][C:9]2[C:14]([N:15]=1)=[C:13]([C:16]1[N:24]([CH3:27])[C:23]3[CH2:22][CH2:21][NH:20][C:19](=[O:25])[C:18]=3[CH:17]=1)[CH:12]=[CH:11][CH:10]=2)([CH3:4])([CH3:3])[CH3:2], predict the reactants needed to synthesize it. The reactants are: [C:1]([NH:5][C:6]1[C:7]([CH3:26])=[N:8][C:9]2[C:14]([N:15]=1)=[C:13]([C:16]1[NH:24][C:23]3[CH2:22][CH2:21][NH:20][C:19](=[O:25])[C:18]=3[CH:17]=1)[CH:12]=[CH:11][CH:10]=2)([CH3:4])([CH3:3])[CH3:2].[C:27]([O-])([O-])=O.[K+].[K+].CI.O. (8) Given the product [CH3:1][N:2]1[C:10]2[C:5](=[CH:6][CH:7]=[CH:8][CH:9]=2)[C:4]([C:11]2[C:12](=[O:32])[NH:13][C:14](=[O:31])[C:15]=2[C:16]2[CH:21]=[CH:20][CH:19]=[C:18]([S:22]([CH2:23][C@H:24]3[CH2:28][O:27][C:26]([CH3:29])([CH3:30])[O:25]3)(=[O:33])=[O:39])[CH:17]=2)=[CH:3]1, predict the reactants needed to synthesize it. The reactants are: [CH3:1][N:2]1[C:10]2[C:5](=[CH:6][CH:7]=[CH:8][CH:9]=2)[C:4]([C:11]2[C:12](=[O:32])[NH:13][C:14](=[O:31])[C:15]=2[C:16]2[CH:21]=[CH:20][CH:19]=[C:18]([S:22][CH2:23][C@H:24]3[CH2:28][O:27][C:26]([CH3:30])([CH3:29])[O:25]3)[CH:17]=2)=[CH:3]1.[OH:33]OS([O-])=O.[K+].[OH2:39]. (9) The reactants are: [F:1][C:2]1[CH:3]=[C:4]([C:10]2[C:14]([C:15]3[CH:20]=[CH:19][CH:18]=[CH:17][CH:16]=3)=[CH:13][S:12][C:11]=2[C:21]([O:23][CH3:24])=[O:22])[CH:5]=[CH:6][C:7]=1[S:8][CH3:9].[OH2:25].[OH2:26].O.O.O.O.C(O[O-])(=O)C1C(=CC=CC=1)C([O-])=O.[Mg+2].C(OCC)(=O)C. Given the product [F:1][C:2]1[CH:3]=[C:4]([C:10]2[C:14]([C:15]3[CH:20]=[CH:19][CH:18]=[CH:17][CH:16]=3)=[CH:13][S:12][C:11]=2[C:21]([O:23][CH3:24])=[O:22])[CH:5]=[CH:6][C:7]=1[S:8]([CH3:9])(=[O:26])=[O:25], predict the reactants needed to synthesize it.